From a dataset of Reaction yield outcomes from USPTO patents with 853,638 reactions. Predict the reaction yield, written as a fraction of the theoretical maximum amount of product (1.0 means a 100% yield; for example, 0.34 means a 34% yield). (1) The reactants are [NH2:1][C:2]1[N:7]=[C:6]([NH:8][C@@H:9]2[CH2:13][C@H:12]([CH2:14][OH:15])[CH:11]=[CH:10]2)[C:5]([NH:16][CH:17]=O)=[C:4]([Cl:19])[N:3]=1.C(OC(OCC)OCC)C.Cl. The catalyst is CO.[OH-].[Na+]. The product is [ClH:19].[NH2:1][C:2]1[N:7]=[C:6]2[C:5]([N:16]=[CH:17][N:8]2[C@@H:9]2[CH2:13][C@H:12]([CH2:14][OH:15])[CH:11]=[CH:10]2)=[C:4]([Cl:19])[N:3]=1. The yield is 0.920. (2) The reactants are [OH:1][C:2]1[CH:11]=[CH:10][C:5]([C:6]([O:8][CH3:9])=[O:7])=[CH:4][CH:3]=1.[Br:12][C:13]1[CH:18]=[CH:17][C:16]([CH:19](O)[CH2:20][CH:21]([CH3:23])[CH3:22])=[CH:15][CH:14]=1.C1(P(C2C=CC=CC=2)C2C=CC=CC=2)C=CC=CC=1.N(C(OC(C)C)=O)=NC(OC(C)C)=O. The catalyst is O1CCCC1.C(OCC)(=O)C. The product is [Br:12][C:13]1[CH:18]=[CH:17][C:16]([CH:19]([O:1][C:2]2[CH:3]=[CH:4][C:5]([C:6]([O:8][CH3:9])=[O:7])=[CH:10][CH:11]=2)[CH2:20][CH:21]([CH3:23])[CH3:22])=[CH:15][CH:14]=1. The yield is 0.930. (3) The product is [Br:6][C:7]1[CH:12]=[CH:11][C:10]([CH2:17][OH:18])=[CH:9][N:8]=1. The yield is 0.350. The reactants are [Li]CCCC.[Br:6][C:7]1[CH:12]=[CH:11][C:10](Br)=[CH:9][N:8]=1.CN([CH:17]=[O:18])C.[BH4-].[Na+].[NH4+].[Cl-]. The catalyst is CCOCC.CCO. (4) The reactants are Cl.[CH2:2]([C:9]12[CH2:26][CH2:25][C:20]3(OCC[O:21]3)[CH:19]([CH3:27])[CH:10]1[CH2:11][CH2:12][C:13]1[CH:14]=[N:15][N:16]([CH3:18])[C:17]=12)[C:3]1[CH:8]=[CH:7][CH:6]=[CH:5][CH:4]=1. The catalyst is O1CCCC1.C(=O)(O)[O-].[Na+]. The product is [CH2:2]([C:9]12[CH2:26][CH2:25][C:20](=[O:21])[CH:19]([CH3:27])[CH:10]1[CH2:11][CH2:12][C:13]1[CH:14]=[N:15][N:16]([CH3:18])[C:17]=12)[C:3]1[CH:8]=[CH:7][CH:6]=[CH:5][CH:4]=1. The yield is 1.00. (5) The reactants are [N:1]1[C:9]([NH2:10])=[C:8]2[C:4]([N:5]=[CH:6][NH:7]2)=[N:3][CH:2]=1.[Br:11]Br.N. The catalyst is C(Cl)(Cl)Cl. The product is [Br:11][C:6]1[NH:7][C:8]2[C:4](=[N:3][CH:2]=[N:1][C:9]=2[NH2:10])[N:5]=1. The yield is 0.600.